Task: Predict the reactants needed to synthesize the given product.. Dataset: Full USPTO retrosynthesis dataset with 1.9M reactions from patents (1976-2016) (1) Given the product [CH2:12]([O:19][C:20](=[O:36])[NH:21][CH2:22][CH2:23][CH2:24][CH2:25][C:26]1[CH:31]=[CH:30][C:29]([O:32][CH2:33][CH:34]2[CH2:35][O:6]2)=[CH:28][CH:27]=1)[C:13]1[CH:18]=[CH:17][CH:16]=[CH:15][CH:14]=1, predict the reactants needed to synthesize it. The reactants are: ClC1C=C(C=CC=1)C(OO)=[O:6].[CH2:12]([O:19][C:20](=[O:36])[NH:21][CH2:22][CH2:23][CH2:24][CH2:25][C:26]1[CH:31]=[CH:30][C:29]([O:32][CH2:33][CH:34]=[CH2:35])=[CH:28][CH:27]=1)[C:13]1[CH:18]=[CH:17][CH:16]=[CH:15][CH:14]=1. (2) The reactants are: CS(O)(=O)=[O:3].[C:6]([O:14][CH2:15][CH2:16][C:17]1[C:22]([O:23][CH3:24])=[CH:21][CH:20]=[CH:19][C:18]=1[OH:25])(=O)[C:7]1[CH:12]=[CH:11][CH:10]=[CH:9][CH:8]=1.[C:26]1([CH3:32])[CH:31]=CC=[CH:28][CH:27]=1.[OH2:33]. Given the product [C:6]([O:14][CH2:15][CH2:16][C:17]1[C:22]([O:23][CH3:24])=[CH:21][CH:20]=[C:19]2[C:18]=1[O:25][C:26]([CH3:32])([CH3:31])[CH2:27][C:28]2=[O:3])(=[O:33])[C:7]1[CH:12]=[CH:11][CH:10]=[CH:9][CH:8]=1, predict the reactants needed to synthesize it.